From a dataset of Full USPTO retrosynthesis dataset with 1.9M reactions from patents (1976-2016). Predict the reactants needed to synthesize the given product. (1) Given the product [CH3:61][O:60][C:59]1[C:53]2[O:52][CH:51]([CH2:50][NH2:47])[CH2:55][C:54]=2[CH:56]=[CH:57][CH:58]=1, predict the reactants needed to synthesize it. The reactants are: CC1C=CC(S(OCC2CC3C=CC=C(OC)C=3O2)(=O)=O)=CC=1.[N-]=[N+]=[N-].[Na+].N(CC1CC2C=C(Cl)C=C(C3C=CSC=3)C=2O1)=[N+]=[N-].[N:47]([CH2:50][CH:51]1[CH2:55][C:54]2[CH:56]=[CH:57][CH:58]=[C:59]([O:60][CH3:61])[C:53]=2[O:52]1)=[N+]=[N-].[N-]=[N+]=[N-]. (2) The reactants are: [CH2:1]([CH:8]1[CH2:13][CH:12]([C:14]([O:16]C)=[O:15])[CH2:11][CH2:10][NH:9]1)[C:2]1[CH:7]=[CH:6][CH:5]=[CH:4][CH:3]=1.CCN(C(C)C)C(C)C.Cl[C:28]([O:30][CH3:31])=[O:29].[Li+].[OH-]. Given the product [CH2:1]([CH:8]1[CH2:13][CH:12]([C:14]([OH:16])=[O:15])[CH2:11][CH2:10][N:9]1[C:28]([O:30][CH3:31])=[O:29])[C:2]1[CH:3]=[CH:4][CH:5]=[CH:6][CH:7]=1, predict the reactants needed to synthesize it. (3) Given the product [CH3:25][N:15]([C@@H:10]1[C@H:11]([CH3:14])[CH2:12][CH2:13][NH:8][CH2:9]1)[C:16]1[CH:21]=[CH:20][N:19]=[C:18]2[NH:22][CH:23]=[CH:24][C:17]=12, predict the reactants needed to synthesize it. The reactants are: C([N:8]1[CH2:13][CH2:12][C@@H:11]([CH3:14])[C@@H:10]([N:15]([CH3:25])[C:16]2[CH:21]=[CH:20][N:19]=[C:18]3[NH:22][CH:23]=[CH:24][C:17]=23)[CH2:9]1)C1C=CC=CC=1.C(O)C. (4) The reactants are: [C:1]1([S:7]([N:10]2[CH2:15][CH2:14][N:13]([C:16]([O:18][CH2:19][C:20]3[CH:25]=[CH:24][CH:23]=[CH:22][CH:21]=3)=[O:17])[CH2:12][C@@H:11]2[CH2:26][CH2:27][CH:28]2[CH2:30][CH:29]2[NH:31]C(OCC[Si](C)(C)C)=O)(=[O:9])=[O:8])[CH:6]=[CH:5][CH:4]=[CH:3][CH:2]=1.CCCC[N+](CCCC)(CCCC)CCCC.[F-]. Given the product [NH2:31][CH:29]1[CH2:30][CH:28]1[CH2:27][CH2:26][C@@H:11]1[N:10]([S:7]([C:1]2[CH:6]=[CH:5][CH:4]=[CH:3][CH:2]=2)(=[O:9])=[O:8])[CH2:15][CH2:14][N:13]([C:16]([O:18][CH2:19][C:20]2[CH:21]=[CH:22][CH:23]=[CH:24][CH:25]=2)=[O:17])[CH2:12]1, predict the reactants needed to synthesize it. (5) The reactants are: [F:1][C:2]1[C:7]([F:8])=[CH:6][CH:5]=[CH:4][C:3]=1[C:9]1[N:35]=[C:12]2[CH:13]=[N:14][N:15]([CH2:17][C:18]3[N:23]=[N:22][C:21]([C:24]4[CH:29]=[CH:28][C:27]([OH:30])=[CH:26][C:25]=4[C:31]([F:34])([F:33])[F:32])=[CH:20][CH:19]=3)[CH:16]=[C:11]2[N:10]=1.Br[CH2:37][CH2:38][CH:39]([CH3:41])[CH3:40]. Given the product [F:1][C:2]1[C:7]([F:8])=[CH:6][CH:5]=[CH:4][C:3]=1[C:9]1[N:35]=[C:12]2[CH:13]=[N:14][N:15]([CH2:17][C:18]3[N:23]=[N:22][C:21]([C:24]4[CH:29]=[CH:28][C:27]([O:30][CH2:37][CH2:38][CH:39]([CH3:41])[CH3:40])=[CH:26][C:25]=4[C:31]([F:33])([F:34])[F:32])=[CH:20][CH:19]=3)[CH:16]=[C:11]2[N:10]=1, predict the reactants needed to synthesize it.